Task: Predict the product of the given reaction.. Dataset: Forward reaction prediction with 1.9M reactions from USPTO patents (1976-2016) (1) Given the reactants [CH:1]([CH:3]1[CH2:8][CH2:7][CH2:6][N:5]([C:9]2[N:10]=[C:11]3[CH:25]=[C:24]([CH2:26][CH2:27][C:28]4[S:29][CH:30]=[C:31]([CH:33]([CH3:35])[CH3:34])[N:32]=4)[CH:23]=[CH:22][N:12]3[C:13](=[O:21])[C:14]=2[CH2:15][CH2:16][C:17]([O:19]C)=[O:18])[CH2:4]1)=[O:2].O.[OH-].[Li+].Cl, predict the reaction product. The product is: [CH:1]([CH:3]1[CH2:8][CH2:7][CH2:6][N:5]([C:9]2[N:10]=[C:11]3[CH:25]=[C:24]([CH2:26][CH2:27][C:28]4[S:29][CH:30]=[C:31]([CH:33]([CH3:35])[CH3:34])[N:32]=4)[CH:23]=[CH:22][N:12]3[C:13](=[O:21])[C:14]=2[CH2:15][CH2:16][C:17]([OH:19])=[O:18])[CH2:4]1)=[O:2]. (2) Given the reactants [C:1](OC(=O)C)(=[O:3])[CH3:2].Cl.[F:9][C:10]1[CH:11]=[CH:12][C:13]([N+:24]([O-:26])=[O:25])=[C:14]([CH:23]=1)[O:15][C@H:16]1[CH2:21][CH2:20][C@H:19]([NH2:22])[CH2:18][CH2:17]1.C(N(CC)CC)C.C(=O)([O-])[O-].[K+].[K+], predict the reaction product. The product is: [F:9][C:10]1[CH:11]=[CH:12][C:13]([N+:24]([O-:26])=[O:25])=[C:14]([CH:23]=1)[O:15][C@H:16]1[CH2:17][CH2:18][C@H:19]([NH:22][C:1](=[O:3])[CH3:2])[CH2:20][CH2:21]1. (3) Given the reactants [NH2:1][CH2:2][CH2:3][C:4]1[C:5](/[CH:11]=[CH:12]/[C:13]([O:15][CH3:16])=[O:14])=[N:6][CH:7]=[CH:8][C:9]=1[Cl:10].C(N(CC)CC)C, predict the reaction product. The product is: [Cl:10][C:9]1[C:4]2[CH2:3][CH2:2][NH:1][CH:11]([CH2:12][C:13]([O:15][CH3:16])=[O:14])[C:5]=2[N:6]=[CH:7][CH:8]=1. (4) Given the reactants [Cl:1][C:2]1[CH:25]=[CH:24][C:5]([O:6][C:7]([CH3:23])([CH3:22])[CH2:8][O:9][C:10]2[CH:15]=[CH:14][N:13]=[C:12]([NH:16][NH2:17])[C:11]=2[C:18]([F:21])([F:20])[F:19])=[CH:4][CH:3]=1.[CH2:26]([O:28][CH2:29][C:30](Cl)=[O:31])[CH3:27], predict the reaction product. The product is: [Cl:1][C:2]1[CH:3]=[CH:4][C:5]([O:6][C:7]([CH3:23])([CH3:22])[CH2:8][O:9][C:10]2[CH:15]=[CH:14][N:13]=[C:12]([NH:16][NH:17][C:30](=[O:31])[CH2:29][O:28][CH2:26][CH3:27])[C:11]=2[C:18]([F:21])([F:19])[F:20])=[CH:24][CH:25]=1.